This data is from Full USPTO retrosynthesis dataset with 1.9M reactions from patents (1976-2016). The task is: Predict the reactants needed to synthesize the given product. (1) The reactants are: [OH:1][CH:2]([C:6]1[CH:11]=[CH:10][CH:9]=[CH:8][CH:7]=1)[C:3]([NH2:5])=[O:4].[H-].[Na+].[O:14]1[C:18]2[CH:19]=[CH:20][CH:21]=[CH:22][C:17]=2[CH:16]=[C:15]1[C:23]1[N:27]2[N:28]=[C:29](Cl)[CH:30]=[CH:31][C:26]2=[N:25][CH:24]=1. Given the product [O:14]1[C:18]2[CH:19]=[CH:20][CH:21]=[CH:22][C:17]=2[CH:16]=[C:15]1[C:23]1[N:27]2[N:28]=[C:29]([NH:5][C:3](=[O:4])[CH:2]([OH:1])[C:6]3[CH:11]=[CH:10][CH:9]=[CH:8][CH:7]=3)[CH:30]=[CH:31][C:26]2=[N:25][CH:24]=1, predict the reactants needed to synthesize it. (2) Given the product [OH:28][C:25]1[CH:26]=[CH:27][C:22]([C:20]2[N:19]=[C:18]3[NH:29][N:30]=[C:31](/[CH:32]=[CH:33]/[C:34]4[CH:35]=[CH:36][C:37]([C:40]([N:42]5[CH2:43][CH2:44][CH2:45][CH2:46][CH2:47]5)=[O:41])=[CH:38][CH:39]=4)[C:17]3=[C:16]([C:14]([N:11]3[CH2:10][CH2:9][NH:8][CH2:13][CH2:12]3)=[O:15])[CH:21]=2)=[CH:23][CH:24]=1, predict the reactants needed to synthesize it. The reactants are: C(OC([N:8]1[CH2:13][CH2:12][N:11]([C:14]([C:16]2[C:17]3[C:31](/[CH:32]=[CH:33]/[C:34]4[CH:39]=[CH:38][C:37]([C:40]([N:42]5[CH2:47][CH2:46][CH2:45][CH2:44][CH2:43]5)=[O:41])=[CH:36][CH:35]=4)=[N:30][N:29](C4CCCCO4)[C:18]=3[N:19]=[C:20]([C:22]3[CH:27]=[CH:26][C:25]([OH:28])=[CH:24][CH:23]=3)[CH:21]=2)=[O:15])[CH2:10][CH2:9]1)=O)(C)(C)C.Cl.C(OCC)C. (3) Given the product [C:8]([C:5]1[CH:4]=[CH:3][C:2]([O:1][C:18](=[O:19])[N:17]([CH3:16])[C:21]2[CH:26]=[CH:25][CH:24]=[CH:23][CH:22]=2)=[CH:7][CH:6]=1)(=[O:9])[C:10]1[CH:11]=[CH:12][CH:13]=[CH:14][CH:15]=1, predict the reactants needed to synthesize it. The reactants are: [OH:1][C:2]1[CH:7]=[CH:6][C:5]([C:8]([C:10]2[CH:15]=[CH:14][CH:13]=[CH:12][CH:11]=2)=[O:9])=[CH:4][CH:3]=1.[CH3:16][N:17]([C:21]1[CH:26]=[CH:25][CH:24]=[CH:23][CH:22]=1)[C:18](Cl)=[O:19].